Dataset: Catalyst prediction with 721,799 reactions and 888 catalyst types from USPTO. Task: Predict which catalyst facilitates the given reaction. (1) Reactant: [F:1][C:2]1[CH:7]=[CH:6][CH:5]=[C:4]([F:8])[C:3]=1[C:9]([N:11]1[CH2:16][CH2:15][N:14]([C:17]2[CH:22]=[CH:21][C:20]([N+:23]([O-])=O)=[C:19]([CH3:26])[N:18]=2)[CH2:13][CH2:12]1)=[O:10].CO. Product: [NH2:23][C:20]1[CH:21]=[CH:22][C:17]([N:14]2[CH2:13][CH2:12][N:11]([C:9]([C:3]3[C:4]([F:8])=[CH:5][CH:6]=[CH:7][C:2]=3[F:1])=[O:10])[CH2:16][CH2:15]2)=[N:18][C:19]=1[CH3:26]. The catalyst class is: 354. (2) Reactant: [CH3:1][N:2]([C:7]1[CH:12]=[CH:11][CH:10]=[CH:9][C:8]=1[C:13]#[C:14][C:15]1[C:16]2[N:17]([N:21]=[C:22]([NH:24][C:25]3[CH:30]=[CH:29][C:28]([N:31]4[CH2:36][CH2:35][N:34]([CH3:37])[CH2:33][CH2:32]4)=[CH:27][CH:26]=3)[N:23]=2)[CH:18]=[CH:19][CH:20]=1)[S:3]([CH3:6])(=[O:5])=[O:4].C(OCC)(=O)C. Product: [CH3:1][N:2]([C:7]1[CH:12]=[CH:11][CH:10]=[CH:9][C:8]=1[CH2:13][CH2:14][C:15]1[C:16]2[N:17]([N:21]=[C:22]([NH:24][C:25]3[CH:30]=[CH:29][C:28]([N:31]4[CH2:36][CH2:35][N:34]([CH3:37])[CH2:33][CH2:32]4)=[CH:27][CH:26]=3)[N:23]=2)[CH:18]=[CH:19][CH:20]=1)[S:3]([CH3:6])(=[O:4])=[O:5]. The catalyst class is: 43. (3) Reactant: COC([CH2:5][N:6]1[C:19]2[C:14](=[CH:15][CH:16]=[CH:17][CH:18]=2)[C:8]2([CH2:13][CH2:12][NH:11][CH2:10][CH2:9]2)[C:7]1=[O:20])=O.[C:21]([CH:25]1[CH2:30][CH2:29][CH:28]([CH:31]=O)[CH2:27][CH2:26]1)([CH3:24])([CH3:23])[CH3:22].[C:33]([OH:36])(=[O:35])[CH3:34].C(O[BH-](OC(=O)C)OC(=O)C)(=O)C.[Na+]. Product: [CH3:34][C:33]([O:36][CH2:5][N:6]1[C:19]2[C:14](=[CH:15][C:16]([CH2:31][CH:28]3[CH2:27][CH2:26][CH:25]([C:21]([CH3:22])([CH3:23])[CH3:24])[CH2:30][CH2:29]3)=[CH:17][CH:18]=2)[C:8]2([CH2:9][CH2:10][NH:11][CH2:12][CH2:13]2)[C:7]1=[O:20])=[O:35]. The catalyst class is: 26. (4) Reactant: [CH2:1]([C:8]1([S:19]([C:22]2[CH:27]=[CH:26][C:25]([O:28][CH3:29])=[CH:24][CH:23]=2)(=[O:21])=[O:20])[S:12][C:11](=[O:13])[N:10]([CH2:14][C:15]([OH:17])=O)[C:9]1=[O:18])[C:2]1[CH:7]=[CH:6][CH:5]=[CH:4][CH:3]=1.ON1C2C=CC=CC=2N=N1.CN1CCOCC1.Cl.[CH2:48]([O:55][NH2:56])[C:49]1[CH:54]=[CH:53][CH:52]=[CH:51][CH:50]=1.Cl.CN(C)CCCN=C=NCC. Product: [CH2:1]([C:8]1([S:19]([C:22]2[CH:23]=[CH:24][C:25]([O:28][CH3:29])=[CH:26][CH:27]=2)(=[O:20])=[O:21])[S:12][C:11](=[O:13])[N:10]([CH2:14][C:15]([NH:56][O:55][CH2:48][C:49]2[CH:54]=[CH:53][CH:52]=[CH:51][CH:50]=2)=[O:17])[C:9]1=[O:18])[C:2]1[CH:3]=[CH:4][CH:5]=[CH:6][CH:7]=1. The catalyst class is: 4. (5) Reactant: [Cl:1][C:2]1[CH:7]=[CH:6][N:5]=[C:4]([NH:8][C:9](=[NH:19])[C:10]2[CH:15]=[C:14]([CH:16]3[CH2:18][CH2:17]3)[CH:13]=[N:12][CH:11]=2)[CH:3]=1. Product: [Cl:1][C:2]1[CH:7]=[CH:6][N:5]2[N:19]=[C:9]([C:10]3[CH:11]=[N:12][CH:13]=[C:14]([CH:16]4[CH2:18][CH2:17]4)[CH:15]=3)[N:8]=[C:4]2[CH:3]=1. The catalyst class is: 93. (6) Product: [ClH:11].[Cl:11][C:12]1[CH:13]=[C:14]([CH:17]=[C:18]([Cl:20])[CH:19]=1)[CH2:15][N:10]1[CH:9]=[CH:8][CH:7]=[C:3]([C:4]([NH2:6])=[O:5])[C:2]1=[NH:1]. Reactant: [NH2:1][C:2]1[N:10]=[CH:9][CH:8]=[CH:7][C:3]=1[C:4]([NH2:6])=[O:5].[Cl:11][C:12]1[CH:13]=[C:14]([CH:17]=[C:18]([Cl:20])[CH:19]=1)[CH2:15]Cl. The catalyst class is: 42. (7) Reactant: O.[C:2]([OH:12])(=[O:11])[C:3]1[NH:10][C:8](=[O:9])[NH:7][C:5](=[O:6])[CH:4]=1.N12CCCN=C1CCC[CH2:15][CH2:14]2.C(I)C.O. Product: [C:2]([O:12][CH2:14][CH3:15])(=[O:11])[C:3]1[NH:10][C:8](=[O:9])[NH:7][C:5](=[O:6])[CH:4]=1. The catalyst class is: 9. (8) Reactant: [CH3:1][C@@:2]([OH:34])([C:30]([CH3:33])([CH3:32])[CH3:31])[C@@H:3]1[C@:8]2([O:28][CH3:29])[C@@H:9]3[O:23][C:18]4=[C:19]([OH:22])[CH:20]=[CH:21][C:16]5=[C:17]4[C@:10]43[CH2:11][CH2:12][N:13]([CH2:24][CH:25]3[CH2:27][CH2:26]3)[C@H:14]([CH2:15]5)[C@@:5]4([CH2:6][CH2:7]2)[CH2:4]1.[ClH:35]. Product: [CH3:1][C@@:2]([OH:34])([C:30]([CH3:33])([CH3:32])[CH3:31])[C@@H:3]1[C@:8]2([O:28][CH3:29])[C@@H:9]3[O:23][C:18]4=[C:19]([OH:22])[CH:20]=[CH:21][C:16]5=[C:17]4[C@:10]43[CH2:11][CH2:12][N:13]([CH2:24][CH:25]3[CH2:26][CH2:27]3)[C@H:14]([CH2:15]5)[C@@:5]4([CH2:6][CH2:7]2)[CH2:4]1.[ClH:35]. The catalyst class is: 8. (9) The catalyst class is: 123. Product: [N:36]1[C:35]2[NH:40][CH:41]=[CH:42][C:34]=2[C:33]([NH:32][C@@H:27]2[CH2:28][C@@H:29]([F:31])[CH2:30][N:25]([C:18](=[O:44])[CH:19]=[CH2:20])[CH2:26]2)=[N:38][CH:37]=1. Reactant: F[C@H]1CNC[C@H](NC2C3C=CNC=3N=CN=2)C1.[CH2:18]([N:25]1[CH2:30][C@H:29]([F:31])[CH2:28][C@@H:27]([NH:32][C:33]2[C:34]3[CH:42]=[CH:41][NH:40][C:35]=3[N:36]=[C:37](Cl)[N:38]=2)[CH2:26]1)[C:19]1C=CC=C[CH:20]=1.C[OH:44]. (10) The catalyst class is: 3. Reactant: [Cl:1][C:2]1[C:10]([C:11]([O:13]C)=[O:12])=[CH:9][CH:8]=[C:7]2[C:3]=1[CH:4]=[CH:5][NH:6]2.[H-].[Na+].[CH3:17]I. Product: [Cl:1][C:2]1[C:10]([C:11]([OH:13])=[O:12])=[CH:9][CH:8]=[C:7]2[C:3]=1[CH:4]=[CH:5][N:6]2[CH3:17].